Predict the product of the given reaction. From a dataset of Forward reaction prediction with 1.9M reactions from USPTO patents (1976-2016). (1) Given the reactants C[N:2]([CH3:13])[C:3](=[O:12])[C:4]1[CH:9]=[CH:8][CH:7]=[C:6]([CH3:10])[C:5]=1[CH3:11].[OH:14][CH2:15][C@H:16]1[CH2:20][CH2:19][CH2:18][N:17]1[CH2:21][CH2:22][CH2:23]C#N, predict the reaction product. The product is: [OH:14][CH2:15][C@H:16]1[CH2:20][CH2:19][CH2:18][N:17]1[CH2:21][CH2:22][CH2:23][C:13]1[NH:2][C:3](=[O:12])[C:4]2[C:5]([CH:11]=1)=[C:6]([CH3:10])[CH:7]=[CH:8][CH:9]=2. (2) Given the reactants Cl[C:2]1[CH:3]=[CH:4][C:5]2[N:6]([C:8]([C:18]3[CH:23]=[CH:22][N:21]=[N:20][CH:19]=3)=[C:9]([C:11]3[CH:16]=[CH:15][C:14]([F:17])=[CH:13][CH:12]=3)[N:10]=2)[N:7]=1.[OH:24][CH2:25][CH2:26][N:27]1[CH2:32][CH2:31][NH:30][CH2:29][CH2:28]1, predict the reaction product. The product is: [F:17][C:14]1[CH:15]=[CH:16][C:11]([C:9]2[N:10]=[C:5]3[CH:4]=[CH:3][C:2]([N:30]4[CH2:31][CH2:32][N:27]([CH2:26][CH2:25][OH:24])[CH2:28][CH2:29]4)=[N:7][N:6]3[C:8]=2[C:18]2[CH:23]=[CH:22][N:21]=[N:20][CH:19]=2)=[CH:12][CH:13]=1. (3) Given the reactants C([O:3][C:4](=[O:19])[CH:5]([O:16][CH2:17][CH3:18])[CH2:6][C:7]1[CH:8]=[C:9]2[C:13](=[CH:14][CH:15]=1)[NH:12][CH:11]=[CH:10]2)C.Cl[CH2:21][C:22]1[N:23]=[C:24]([C:28]2[CH:33]=[CH:32][CH:31]=[CH:30][C:29]=2[O:34][CH3:35])[O:25][C:26]=1[CH3:27], predict the reaction product. The product is: [CH2:17]([O:16][CH:5]([CH2:6][C:7]1[CH:8]=[C:9]2[C:13](=[CH:14][CH:15]=1)[N:12]([CH2:21][C:22]1[N:23]=[C:24]([C:28]3[CH:33]=[CH:32][CH:31]=[CH:30][C:29]=3[O:34][CH3:35])[O:25][C:26]=1[CH3:27])[CH:11]=[CH:10]2)[C:4]([OH:3])=[O:19])[CH3:18]. (4) Given the reactants [C:1]([C:5]1[CH:9]=[C:8]([NH:10][C:11]([NH:13][C:14]2[C:23]3[C:18](=[CH:19][CH:20]=[CH:21][CH:22]=3)[C:17]([O:24][C:25]3[CH:30]=[CH:29][N:28]=[C:27](Cl)[N:26]=3)=[CH:16][CH:15]=2)=[O:12])[N:7]([C:32]2[CH:37]=[CH:36][CH:35]=[C:34]([P:38]([CH3:41])([CH3:40])=[O:39])[CH:33]=2)[N:6]=1)([CH3:4])([CH3:3])[CH3:2].[NH2:42][C:43]1[CH:51]=[C:50]2[C:46]([CH2:47][C:48](=[O:52])[NH:49]2)=[CH:45][CH:44]=1.Cl.CC(O)C, predict the reaction product. The product is: [C:1]([C:5]1[CH:9]=[C:8]([NH:10][C:11]([NH:13][C:14]2[C:23]3[C:18](=[CH:19][CH:20]=[CH:21][CH:22]=3)[C:17]([O:24][C:25]3[CH:30]=[CH:29][N:28]=[C:27]([NH:42][C:43]4[CH:51]=[C:50]5[C:46]([CH2:47][C:48](=[O:52])[NH:49]5)=[CH:45][CH:44]=4)[N:26]=3)=[CH:16][CH:15]=2)=[O:12])[N:7]([C:32]2[CH:37]=[CH:36][CH:35]=[C:34]([P:38]([CH3:41])([CH3:40])=[O:39])[CH:33]=2)[N:6]=1)([CH3:4])([CH3:3])[CH3:2]. (5) Given the reactants [Mn]([O-])(=O)(=O)=O.[K+].[C:7]1([CH3:41])[CH:12]=[CH:11][C:10]([C:13]2[N:14]=[C:15]3[CH2:29][CH2:28][CH2:27][N:26]([CH2:30][CH2:31][CH2:32][CH:33]([OH:40])[CH:34]([OH:39])[CH2:35][C:36]([OH:38])=[O:37])[C:16]3=[N:17][C:18]=2[C:19]2[CH:24]=[CH:23][C:22]([CH3:25])=[CH:21][CH:20]=2)=[CH:9][CH:8]=1.S(S([O-])=O)([O-])(=O)=O.[Na+].[Na+].Cl[CH2:52]Cl, predict the reaction product. The product is: [C:7]1([CH3:41])[CH:8]=[CH:9][C:10]([C:13]2[N:14]=[C:15]3[CH2:29][CH2:28][CH2:27][N:26]([CH2:30][CH2:31][CH2:32][CH:33]([OH:40])[CH:34]([OH:39])[CH2:35][C:36]([O:38][CH3:52])=[O:37])[C:16]3=[N:17][C:18]=2[C:19]2[CH:20]=[CH:21][C:22]([CH3:25])=[CH:23][CH:24]=2)=[CH:11][CH:12]=1.